Dataset: Reaction yield outcomes from USPTO patents with 853,638 reactions. Task: Predict the reaction yield, written as a fraction of the theoretical maximum amount of product (1.0 means a 100% yield; for example, 0.34 means a 34% yield). (1) The reactants are [Cl:1][C:2]1[CH:3]=[C:4]([CH:9]([C:28]([F:31])([F:30])[F:29])/[CH:10]=[CH:11]/[C:12]2[CH:13]=[CH:14][C:15]([N:23]3[CH:27]=[N:26][CH:25]=[N:24]3)=[C:16]([CH:22]=2)[C:17]([O:19]CC)=[O:18])[CH:5]=[C:6]([Cl:8])[CH:7]=1. The catalyst is Cl. The product is [Cl:8][C:6]1[CH:5]=[C:4]([CH:9]([C:28]([F:29])([F:31])[F:30])/[CH:10]=[CH:11]/[C:12]2[CH:13]=[CH:14][C:15]([N:23]3[CH:27]=[N:26][CH:25]=[N:24]3)=[C:16]([CH:22]=2)[C:17]([OH:19])=[O:18])[CH:3]=[C:2]([Cl:1])[CH:7]=1. The yield is 0.600. (2) The reactants are Cl([O-])=O.[Na+].P([O-])(O)(O)=[O:6].[Na+].CC(=CC)C.[F:16][C:17]1[CH:18]=[CH:19][C:20]([O:43][CH3:44])=[C:21]([C:23]2[N:27]=[C:26]([C:28]3[CH:29]=[C:30]([CH:41]=[O:42])[C:31]([C:34]4[CH:39]=[CH:38][CH:37]=[CH:36][C:35]=4[CH3:40])=[CH:32][CH:33]=3)[O:25][N:24]=2)[CH:22]=1. The catalyst is O.O1CCOCC1. The product is [F:16][C:17]1[CH:18]=[CH:19][C:20]([O:43][CH3:44])=[C:21]([C:23]2[N:27]=[C:26]([C:28]3[CH:29]=[C:30]([C:41]([OH:6])=[O:42])[C:31]([C:34]4[CH:39]=[CH:38][CH:37]=[CH:36][C:35]=4[CH3:40])=[CH:32][CH:33]=3)[O:25][N:24]=2)[CH:22]=1. The yield is 0.890. (3) The reactants are [F:1][C:2]1[CH:3]=[C:4]([N+:9]([O-:11])=[O:10])[CH:5]=[CH:6][C:7]=1F.[CH3:12][C:13]1[N:17]=[CH:16][NH:15][N:14]=1.O.O.O.P([O-])([O-])(O)=O.[K+].[K+]. The catalyst is CS(C)=O. The product is [F:1][C:2]1[CH:3]=[C:4]([N+:9]([O-:11])=[O:10])[CH:5]=[CH:6][C:7]=1[N:15]1[CH:16]=[N:17][C:13]([CH3:12])=[N:14]1. The yield is 0.360. (4) The reactants are C(Cl)CCl.C1C=CC2N(O)N=[N:11]C=2C=1.[N:15]1([CH2:21][C:22]([OH:24])=O)[CH2:20][CH2:19][O:18][CH2:17][CH2:16]1.C(N(CC)CC)C. The catalyst is CN(C=O)C. The product is [N:15]1([CH2:21][C:22]([NH2:11])=[O:24])[CH2:20][CH2:19][O:18][CH2:17][CH2:16]1. The yield is 0.330. (5) The reactants are [Cl:1][C:2]1[CH:3]=[C:4]([CH:10]=[C:11]([F:39])[C:12]=1[CH:13]=[CH:14][C:15]1[N:16]([C:32]2[CH:37]=[CH:36][C:35]([F:38])=[CH:34][CH:33]=2)[C:17]([C:20]([C:23]2[CH:28]=[CH:27][C:26]([Cl:29])=[C:25]([O:30][CH3:31])[CH:24]=2)([CH3:22])[CH3:21])=[CH:18][N:19]=1)[C:5]([O:7][CH2:8][CH3:9])=[O:6].N#N. The catalyst is CCO.O=[Pt]=O. The product is [Cl:1][C:2]1[CH:3]=[C:4]([CH:10]=[C:11]([F:39])[C:12]=1[CH2:13][CH2:14][C:15]1[N:16]([C:32]2[CH:37]=[CH:36][C:35]([F:38])=[CH:34][CH:33]=2)[C:17]([C:20]([C:23]2[CH:28]=[CH:27][C:26]([Cl:29])=[C:25]([O:30][CH3:31])[CH:24]=2)([CH3:21])[CH3:22])=[CH:18][N:19]=1)[C:5]([O:7][CH2:8][CH3:9])=[O:6]. The yield is 0.680. (6) The reactants are [F:1][C:2]1[CH:7]=[CH:6][C:5]([CH:8]2[C:16]3[O:15][C:14](=O)[NH:13][C:12](=[O:18])[C:11]=3[CH2:10][CH2:9]2)=[CH:4][CH:3]=1.[OH-].[NH4+:20]. No catalyst specified. The yield is 0.347. The product is [F:1][C:2]1[CH:7]=[CH:6][C:5]([CH:8]2[C:16]3[NH:20][C:14](=[O:15])[NH:13][C:12](=[O:18])[C:11]=3[CH2:10][CH2:9]2)=[CH:4][CH:3]=1. (7) The reactants are [C:1]([OH:5])(=[O:4])[CH:2]=O.[C:6]([O:10][C:11]([NH:13][C:14]1[CH:19]=[CH:18][C:17](B(O)O)=[CH:16][CH:15]=1)=[O:12])([CH3:9])([CH3:8])[CH3:7]. The catalyst is C1(C)C=CC=CC=1. The product is [C:6]([O:10][C:11]([NH:13][C:14]1[CH:19]=[CH:18][C:17]([CH:2]([N:13]([CH:14]([CH3:19])[CH3:15])[CH3:11])[C:1]([OH:5])=[O:4])=[CH:16][CH:15]=1)=[O:12])([CH3:9])([CH3:8])[CH3:7]. The yield is 0.620.